Dataset: Reaction yield outcomes from USPTO patents with 853,638 reactions. Task: Predict the reaction yield, written as a fraction of the theoretical maximum amount of product (1.0 means a 100% yield; for example, 0.34 means a 34% yield). (1) The reactants are [C:1]1([CH:7]([C:20]2[CH:25]=[CH:24][CH:23]=[CH:22][CH:21]=2)[CH2:8][CH2:9][NH:10][C:11](=[O:19])[C:12]2[CH:17]=[CH:16][C:15]([OH:18])=[N:14][CH:13]=2)[CH:6]=[CH:5][CH:4]=[CH:3][CH:2]=1.Cl[CH2:27][CH2:28][N:29]1[CH2:34][CH2:33][O:32][CH2:31][CH2:30]1. No catalyst specified. The product is [C:20]1([CH:7]([C:1]2[CH:2]=[CH:3][CH:4]=[CH:5][CH:6]=2)[CH2:8][CH2:9][NH:10][C:11]([C:12]2[CH:17]=[CH:16][C:15](=[O:18])[N:14]([CH2:27][CH2:28][N:29]3[CH2:34][CH2:33][O:32][CH2:31][CH2:30]3)[CH:13]=2)=[O:19])[CH:25]=[CH:24][CH:23]=[CH:22][CH:21]=1. The yield is 0.0570. (2) The reactants are [NH:1]1[CH2:6][CH2:5][NH:4][CH2:3][CH2:2]1.Cl[C:8]1[C:9]([Cl:17])=[N:10][C:11]2[C:12](=[CH:14][S:15][CH:16]=2)[N:13]=1. The catalyst is CCO. The product is [Cl:17][C:9]1[C:8]([N:1]2[CH2:6][CH2:5][NH:4][CH2:3][CH2:2]2)=[N:13][C:12]2[C:11](=[CH:16][S:15][CH:14]=2)[N:10]=1. The yield is 0.290. (3) The reactants are [CH3:1][C:2]1([CH3:11])[C:6]([CH3:7])=[CH:5][CH2:4][CH:3]1[CH:8]([OH:10])[CH3:9].[CH3:12][C@@H:13]1[O:15][C@H:14]1[CH3:16]. No catalyst specified. The product is [CH3:11][C:2]1([CH3:1])[C:6]([CH3:7])=[CH:5][CH2:4][CH:3]1[CH:8]([O:10][CH:13]([CH3:12])[CH:14]([OH:15])[CH3:16])[CH3:9]. The yield is 0.190. (4) The reactants are C(OC([NH:8][C@@H:9]1[CH2:14][CH2:13][CH2:12][N:11]([C:15]2[CH:20]=[CH:19][N:18]=[C:17]3[N:21](C(OC(C)(C)C)=O)[CH:22]=[C:23]([NH:24][C:25](=[O:29])[CH:26]([CH3:28])[CH3:27])[C:16]=23)[CH2:10]1)=O)(C)(C)C.C(O)(C(F)(F)F)=O.C(Cl)[Cl:45]. No catalyst specified. The product is [ClH:45].[NH2:8][C@@H:9]1[CH2:14][CH2:13][CH2:12][N:11]([C:15]2[CH:20]=[CH:19][N:18]=[C:17]3[NH:21][CH:22]=[C:23]([NH:24][C:25](=[O:29])[CH:26]([CH3:27])[CH3:28])[C:16]=23)[CH2:10]1. The yield is 0.270. (5) The reactants are [NH2:1][C:2]1[CH:7]=[CH:6][C:5]([C:8]([CH3:12])([CH3:11])[CH2:9][OH:10])=[CH:4][CH:3]=1.CS(O[C@@H:18]([C:36]1[CH:41]=[CH:40][C:39]([N+:42]([O-:44])=[O:43])=[CH:38][CH:37]=1)[CH2:19][CH2:20][C@@H:21](OS(C)(=O)=O)[C:22]1[CH:27]=[CH:26][C:25]([N+:28]([O-:30])=[O:29])=[CH:24][CH:23]=1)(=O)=O.C(OCC)(=O)C.CCCCCC. The catalyst is CN(C=O)C. The product is [N+:28]([C:25]1[CH:26]=[CH:27][C:22]([C@@H:21]2[CH2:20][CH2:19][C@@H:18]([C:36]3[CH:37]=[CH:38][C:39]([N+:42]([O-:44])=[O:43])=[CH:40][CH:41]=3)[N:1]2[C:2]2[CH:3]=[CH:4][C:5]([C:8]([CH3:12])([CH3:11])[CH2:9][OH:10])=[CH:6][CH:7]=2)=[CH:23][CH:24]=1)([O-:30])=[O:29]. The yield is 0.341. (6) The reactants are FC(F)(F)C(O)=O.C(OC([NH:15][CH2:16][C:17]1[S:21]/[C:20](=[N:22]\[S:23]([C:26]2[CH:35]=[CH:34][CH:33]=[CH:32][C:27]=2[C:28]([O:30][CH3:31])=[O:29])(=[O:25])=[O:24])/[N:19]([CH2:36][C:37]2[C:46]3[C:41](=[CH:42][CH:43]=[CH:44][CH:45]=3)[CH:40]=[CH:39][CH:38]=2)[CH:18]=1)=O)(C)(C)C. The catalyst is ClCCl. The product is [NH2:15][CH2:16][C:17]1[S:21]/[C:20](=[N:22]\[S:23]([C:26]2[CH:35]=[CH:34][CH:33]=[CH:32][C:27]=2[C:28]([O:30][CH3:31])=[O:29])(=[O:24])=[O:25])/[N:19]([CH2:36][C:37]2[C:46]3[C:41](=[CH:42][CH:43]=[CH:44][CH:45]=3)[CH:40]=[CH:39][CH:38]=2)[CH:18]=1. The yield is 0.820.